This data is from Full USPTO retrosynthesis dataset with 1.9M reactions from patents (1976-2016). The task is: Predict the reactants needed to synthesize the given product. (1) Given the product [F:1][C:2]1[CH:3]=[C:4]([C:8]2([CH3:17])[CH2:9][CH2:10][CH2:11][NH:12]2)[CH:5]=[CH:6][CH:7]=1, predict the reactants needed to synthesize it. The reactants are: [F:1][C:2]1[CH:3]=[C:4]([C:8]2[CH2:9][CH2:10][CH2:11][N:12]=2)[CH:5]=[CH:6][CH:7]=1.B(F)(F)F.[CH3:17]COCC.[Li]C.Cl. (2) Given the product [Br:10][C:11]1[CH:12]=[CH:13][C:14]([C:17]2[C:18](=[O:20])[C:7]3[C:5](=[CH:4][C:3]([OH:9])=[C:2]([Cl:1])[CH:8]=3)[O:6][CH:27]=2)=[CH:15][CH:16]=1, predict the reactants needed to synthesize it. The reactants are: [Cl:1][C:2]1[CH:8]=[CH:7][C:5]([OH:6])=[CH:4][C:3]=1[OH:9].[Br:10][C:11]1[CH:16]=[CH:15][C:14]([CH2:17][C:18]([OH:20])=O)=[CH:13][CH:12]=1.P(Cl)(Cl)(Cl)(Cl)Cl.[CH3:27]N(C=O)C. (3) Given the product [C:40]([O:39][C:37]([NH:36][C@@H:10]([CH2:11][C:12]1[CH:17]=[CH:16][CH:15]=[C:14]([CH2:18][N:19]2[CH2:23][C:22](=[O:24])[N:21]([CH2:25][C:26]3[CH:27]=[CH:28][C:29]([O:32][CH3:33])=[CH:30][CH:31]=3)[S:20]2(=[O:34])=[O:35])[CH:13]=1)[C:9]([OH:44])=[O:8])=[O:38])([CH3:41])([CH3:43])[CH3:42], predict the reactants needed to synthesize it. The reactants are: C([O:8][C:9](=[O:44])[C@@H:10]([NH:36][C:37]([O:39][C:40]([CH3:43])([CH3:42])[CH3:41])=[O:38])[CH2:11][C:12]1[CH:17]=[CH:16][CH:15]=[C:14]([CH2:18][N:19]2[CH2:23][C:22](=[O:24])[N:21]([CH2:25][C:26]3[CH:31]=[CH:30][C:29]([O:32][CH3:33])=[CH:28][CH:27]=3)[S:20]2(=[O:35])=[O:34])[CH:13]=1)C1C=CC=CC=1.[H][H]. (4) Given the product [CH2:11]([O:12][CH:2]([O:13][CH2:14][CH3:15])[C:3]1[N:4]=[C:5]2[C:10]([C:11]([O:13][CH2:14][CH3:15])=[O:12])=[CH:9][CH:8]=[CH:7][N:6]2[CH:16]=1)[CH3:10], predict the reactants needed to synthesize it. The reactants are: Cl[CH:2](Cl)[C:3]1[N:4]=[C:5]2[C:10]([C:11]([O:13][CH2:14][CH3:15])=[O:12])=[CH:9][CH:8]=[CH:7][N:6]2[CH:16]=1.